This data is from Forward reaction prediction with 1.9M reactions from USPTO patents (1976-2016). The task is: Predict the product of the given reaction. (1) Given the reactants Cl[C:2]1[CH:3]=[CH:4][C:5]2[N:6]([C:8]([C:35]3[CH:40]=[CH:39][CH:38]=[CH:37][CH:36]=3)=[C:9]([C:11]3[CH:16]=[CH:15][C:14]([CH2:17][N:18]4[CH2:23][CH2:22][CH:21]([C:24]5[N:28]=[C:27]([C:29]6[CH:34]=[CH:33][CH:32]=[CH:31][N:30]=6)[NH:26][N:25]=5)[CH2:20][CH2:19]4)=[CH:13][CH:12]=3)[N:10]=2)[N:7]=1.[O:41]([CH3:43])[Na], predict the reaction product. The product is: [CH3:43][O:41][C:2]1[CH:3]=[CH:4][C:5]2[N:6]([C:8]([C:35]3[CH:40]=[CH:39][CH:38]=[CH:37][CH:36]=3)=[C:9]([C:11]3[CH:16]=[CH:15][C:14]([CH2:17][N:18]4[CH2:23][CH2:22][CH:21]([C:24]5[N:28]=[C:27]([C:29]6[CH:34]=[CH:33][CH:32]=[CH:31][N:30]=6)[NH:26][N:25]=5)[CH2:20][CH2:19]4)=[CH:13][CH:12]=3)[N:10]=2)[N:7]=1. (2) Given the reactants [N:1]1([C:6]2[N:11]=[CH:10][C:9]([O:12][CH2:13][C:14]3[CH:18]=[N:17][N:16]([CH:19]4[CH2:24][CH2:23][N:22]([C:25]5[N:30]=[CH:29][C:28]([C:31]([O-:33])=[O:32])=[CH:27][N:26]=5)[CH2:21][CH2:20]4)[N:15]=3)=[CH:8][CH:7]=2)[CH:5]=[N:4][N:3]=[N:2]1.[OH-].[Na+].Cl, predict the reaction product. The product is: [N:1]1([C:6]2[N:11]=[CH:10][C:9]([O:12][CH2:13][C:14]3[CH:18]=[N:17][N:16]([CH:19]4[CH2:20][CH2:21][N:22]([C:25]5[N:26]=[CH:27][C:28]([C:31]([OH:33])=[O:32])=[CH:29][N:30]=5)[CH2:23][CH2:24]4)[N:15]=3)=[CH:8][CH:7]=2)[CH:5]=[N:4][N:3]=[N:2]1. (3) Given the reactants [N+:1]([C:4]1[C:5]([CH2:10]P(=O)(OCC)OCC)=[N:6][CH:7]=[N:8][CH:9]=1)([O-:3])=[O:2].[H-].[Na+].[C:21]([N:28]1[CH2:33][CH2:32][CH2:31][CH2:30][CH2:29]1)([O:23][C:24]([CH3:27])([CH3:26])[CH3:25])=[O:22], predict the reaction product. The product is: [N+:1]([C:4]1[C:5]([CH:10]=[C:31]2[CH2:32][CH2:33][N:28]([C:21]([O:23][C:24]([CH3:27])([CH3:26])[CH3:25])=[O:22])[CH2:29][CH2:30]2)=[N:6][CH:7]=[N:8][CH:9]=1)([O-:3])=[O:2]. (4) Given the reactants FC(F)(F)C1C=C(C=C(C(F)(F)F)C=1)COCC[C:10]1([C:19]2[CH:24]=[CH:23][CH:22]=[CH:21][CH:20]=2)[CH2:16][CH2:15][CH2:14][N:13]([CH2:17][CH3:18])[CH2:12][CH2:11]1.[F:34][C:35]([F:63])([F:62])[C:36]1[CH:37]=[C:38]([CH:55]=[C:56]([C:58]([F:61])([F:60])[F:59])[CH:57]=1)[CH2:39][O:40][CH2:41]C1(C2C=CC=CC=2)CCCNCC1, predict the reaction product. The product is: [F:34][C:35]([F:62])([F:63])[C:36]1[CH:37]=[C:38]([CH:55]=[C:56]([C:58]([F:61])([F:60])[F:59])[CH:57]=1)[CH2:39][O:40][CH2:41][C:10]1([C:19]2[CH:24]=[CH:23][CH:22]=[CH:21][CH:20]=2)[CH2:16][CH2:15][CH2:14][N:13]([CH2:17][CH3:18])[CH2:12][CH2:11]1. (5) Given the reactants [NH2:1][CH2:2][CH:3]1[CH2:8][CH2:7][O:6][CH2:5][CH2:4]1.F[C:10]1[CH:15]=[CH:14][C:13]([NH:16][C:17](=[O:19])[CH3:18])=[CH:12][C:11]=1[N+:20]([O-:22])=[O:21], predict the reaction product. The product is: [N+:20]([C:11]1[CH:12]=[C:13]([NH:16][C:17](=[O:19])[CH3:18])[CH:14]=[CH:15][C:10]=1[NH:1][CH2:2][CH:3]1[CH2:8][CH2:7][O:6][CH2:5][CH2:4]1)([O-:22])=[O:21]. (6) Given the reactants [CH2:1]([O:8][C:9]1[CH:17]=[C:16]([O:18][CH2:19][C:20]2[CH:25]=[CH:24][CH:23]=[CH:22][CH:21]=2)[CH:15]=[CH:14][C:10]=1[C:11](O)=[O:12])[C:2]1[CH:7]=[CH:6][CH:5]=[CH:4][CH:3]=1.C([O-])([O-])=O.[K+].[K+].[NH2:32][C:33]1[CH:38]=[CH:37][C:36]([N+:39]([O-:41])=[O:40])=[CH:35][C:34]=1[OH:42], predict the reaction product. The product is: [CH2:1]([O:8][C:9]1[CH:17]=[C:16]([O:18][CH2:19][C:20]2[CH:25]=[CH:24][CH:23]=[CH:22][CH:21]=2)[CH:15]=[CH:14][C:10]=1[C:11]([NH:32][C:33]1[CH:38]=[CH:37][C:36]([N+:39]([O-:41])=[O:40])=[CH:35][C:34]=1[OH:42])=[O:12])[C:2]1[CH:3]=[CH:4][CH:5]=[CH:6][CH:7]=1. (7) Given the reactants C(O[C:6](=O)[NH:7][C:8]1[C:9]([Cl:19])=[C:10]2[CH:16]=[N:15][N:14]([CH2:17][CH3:18])[C:11]2=[N:12][CH:13]=1)(C)(C)C.[H-].[Na+].IC, predict the reaction product. The product is: [Cl:19][C:9]1[C:8]([NH:7][CH3:6])=[CH:13][N:12]=[C:11]2[N:14]([CH2:17][CH3:18])[N:15]=[CH:16][C:10]=12.